Dataset: Full USPTO retrosynthesis dataset with 1.9M reactions from patents (1976-2016). Task: Predict the reactants needed to synthesize the given product. (1) Given the product [F:17][C:12]1[CH:13]=[CH:14][CH:15]=[CH:16][C:11]=1[N:7]1[C:8]([O:10][CH:18]([CH3:23])[CH3:19])=[CH:9][C:5]([C:3]([O:2][CH3:1])=[O:4])=[N:6]1, predict the reactants needed to synthesize it. The reactants are: [CH3:1][O:2][C:3]([C:5]1[CH:9]=[C:8]([OH:10])[N:7]([C:11]2[CH:16]=[CH:15][CH:14]=[CH:13][C:12]=2[F:17])[N:6]=1)=[O:4].[C:18]1(P(C2C=CC=CC=2)C2C=CC=CC=2)[CH:23]=CC=C[CH:19]=1.CC(O)C.N(C(OCC1C=CC(Cl)=CC=1)=O)=NC(OCC1C=CC(Cl)=CC=1)=O. (2) Given the product [Cl:24][C:25]1[CH:31]=[CH:30][C:28]([NH:29][C:19](=[O:21])[CH:18]([CH:15]2[CH2:14][CH2:13][N:12]([C:5]3[C:4]4[C:9](=[CH:10][CH:11]=[C:2]([F:1])[CH:3]=4)[N:8]=[CH:7][CH:6]=3)[CH2:17][CH2:16]2)[CH2:22][CH3:23])=[CH:27][CH:26]=1, predict the reactants needed to synthesize it. The reactants are: [F:1][C:2]1[CH:3]=[C:4]2[C:9](=[CH:10][CH:11]=1)[N:8]=[CH:7][CH:6]=[C:5]2[N:12]1[CH2:17][CH2:16][CH:15]([CH:18]([CH2:22][CH3:23])[C:19]([OH:21])=O)[CH2:14][CH2:13]1.[Cl:24][C:25]1[CH:31]=[CH:30][C:28]([NH2:29])=[CH:27][CH:26]=1.CCN(C(C)C)C(C)C.C1CN([P+](ON2N=NC3C=CC=CC2=3)(N2CCCC2)N2CCCC2)CC1.F[P-](F)(F)(F)(F)F.